From a dataset of Reaction yield outcomes from USPTO patents with 853,638 reactions. Predict the reaction yield, written as a fraction of the theoretical maximum amount of product (1.0 means a 100% yield; for example, 0.34 means a 34% yield). (1) The reactants are [CH3:1][O:2][C:3]1[CH:4]=[C:5]2[C:10](=[CH:11][CH:12]=1)[NH:9][C:8](=[O:13])[CH:7]=[CH:6]2.[H-].[Na+].Br[CH2:17][CH2:18][CH2:19]Cl.C([O-])([O-])=O.[K+].[K+].[CH2:27]([CH:31]1[CH2:36][CH2:35][NH:34][CH2:33][CH2:32]1)[CH2:28][CH2:29][CH3:30]. The catalyst is CCOCC.CC#N.CCOC(C)=O. The product is [CH2:27]([CH:31]1[CH2:36][CH2:35][N:34]([CH2:17][CH2:18][CH2:19][N:9]2[C:10]3[C:5](=[CH:4][C:3]([O:2][CH3:1])=[CH:12][CH:11]=3)[CH:6]=[CH:7][C:8]2=[O:13])[CH2:33][CH2:32]1)[CH2:28][CH2:29][CH3:30]. The yield is 0.440. (2) The product is [CH:12]([C:15]1[C:16]([O:46][CH2:47][O:48][CH3:49])=[CH:17][C:18]([O:42][CH2:43][O:44][CH3:45])=[C:19]([C:21]2[N:25]([C:26]3[CH:31]=[CH:30][C:29]([CH2:32][N:33]4[CH2:34][CH2:35][N:36]([CH3:39])[CH2:37][CH2:38]4)=[CH:28][CH:27]=3)[C:24]([S:50]([CH3:2])(=[O:54])=[O:52])=[N:23][N:22]=2)[CH:20]=1)([CH3:13])[CH3:14]. The catalyst is C(OCC)C.C(Cl)Cl. The yield is 0.500. The reactants are Cl[C:2]1C=CC=C(C(OO)=O)C=1.[CH:12]([C:15]1[C:16]([O:46][CH2:47][O:48][CH3:49])=[CH:17][C:18]([O:42][CH2:43][O:44][CH3:45])=[C:19]([C:21]2[N:25]([C:26]3[CH:31]=[CH:30][C:29]([CH2:32][N:33]4[CH2:38][CH2:37][N:36]([CH3:39])[CH2:35][CH2:34]4)=[CH:28][CH:27]=3)[C:24](SC)=[N:23][N:22]=2)[CH:20]=1)([CH3:14])[CH3:13].[S:50]([O-:54])([O-])(=[O:52])=S.[Na+].[Na+].S(=O)(O)[O-].[K+].C(=O)([O-])O.[Na+]. (3) The product is [CH3:39][C@@:15]1([CH2:16][N:17]2[CH2:18][CH2:19][N:20]([C:23]([O:25][CH2:26][CH:27]=[CH:28][C:29]3[CH:34]=[CH:33][C:32]([C:35]([F:36])([F:38])[F:37])=[CH:31][CH:30]=3)=[O:24])[CH2:21][CH2:22]2)[O:40][C:11]2=[N:10][C:9]([N+:6]([O-:8])=[O:7])=[CH:13][N:12]2[CH2:14]1. The catalyst is C(OCC)(=O)C. The reactants are CN(C)C=O.[N+:6]([C:9]1[N:10]=[C:11](SC2C=CC=CC=2[N+]([O-])=O)[N:12]([CH2:14][C@:15]([OH:40])([CH3:39])[CH2:16][N:17]2[CH2:22][CH2:21][N:20]([C:23]([O:25][CH2:26][CH:27]=[CH:28][C:29]3[CH:34]=[CH:33][C:32]([C:35]([F:38])([F:37])[F:36])=[CH:31][CH:30]=3)=[O:24])[CH2:19][CH2:18]2)[CH:13]=1)([O-:8])=[O:7].CC(C)([O-])C.[Na+].O. The yield is 0.590. (4) The reactants are Cl[CH2:2][C:3]1[O:7][N:6]=[C:5]([C:8]2[CH:13]=[CH:12][C:11]([Cl:14])=[CH:10][CH:9]=2)[N:4]=1.[OH:15][C:16]1[CH:42]=[CH:41][C:19]([C:20]([C:22]2[CH:38]=[CH:37][C:36]([O:39][CH3:40])=[CH:35][C:23]=2[O:24][C:25]([CH3:34])([CH3:33])[C:26]([O:28]C(C)(C)C)=[O:27])=[O:21])=[CH:18][CH:17]=1.C(=O)([O-])[O-].[K+].[K+].CN(C)C=O. The catalyst is O. The product is [CH3:40][O:39][C:36]1[CH:37]=[CH:38][C:22]([C:20](=[O:21])[C:19]2[CH:18]=[CH:17][C:16]([O:15][CH2:2][C:3]3[O:7][N:6]=[C:5]([C:8]4[CH:13]=[CH:12][C:11]([Cl:14])=[CH:10][CH:9]=4)[N:4]=3)=[CH:42][CH:41]=2)=[C:23]([CH:35]=1)[O:24][C:25]([CH3:34])([CH3:33])[C:26]([OH:28])=[O:27]. The yield is 0.510. (5) The reactants are [NH2:1][C@H:2]1[CH2:7][CH2:6][N:5]([C:8]([O:10][C:11]([CH3:14])([CH3:13])[CH3:12])=[O:9])[CH2:4][C@H:3]1[C:15]1[CH:20]=[CH:19][CH:18]=[CH:17][CH:16]=1.[OH:21][C:22]1[CH:29]=[CH:28][C:27]([N:30]2[C:34]([C:35]([F:38])([F:37])[F:36])=[N:33][N:32]=[N:31]2)=[CH:26][C:23]=1[CH:24]=O.C(Cl)Cl.[BH-](OC(C)=O)(OC(C)=O)OC(C)=O.[Na+]. The catalyst is C(O)(=O)C.O. The product is [OH:21][C:22]1[CH:29]=[CH:28][C:27]([N:30]2[C:34]([C:35]([F:38])([F:37])[F:36])=[N:33][N:32]=[N:31]2)=[CH:26][C:23]=1[CH2:24][NH:1][C@H:2]1[CH2:7][CH2:6][N:5]([C:8]([O:10][C:11]([CH3:14])([CH3:13])[CH3:12])=[O:9])[CH2:4][C@H:3]1[C:15]1[CH:16]=[CH:17][CH:18]=[CH:19][CH:20]=1. The yield is 0.990. (6) The reactants are [CH3:1][C:2]1[CH:7]=[C:6]([S:8](=[O:11])(=[O:10])[NH2:9])[CH:5]=[CH:4][C:3]=1[NH:12][C:13]([C:15]1[CH:20]=[C:19](Cl)[N:18]=[CH:17][N:16]=1)=[O:14].[CH:22]1(CCCN)[CH2:27][CH2:26][CH2:25][CH2:24][CH2:23]1. The yield is 0.820. No catalyst specified. The product is [NH2:9][S:8]([C:6]1[CH:5]=[CH:4][C:3]([NH:12][C:13]([C:15]2[CH:20]=[C:19]([N:12]([CH:22]3[CH2:23][CH2:24][CH2:25][CH2:26][CH2:27]3)[CH2:3][CH2:2][CH3:1])[N:18]=[CH:17][N:16]=2)=[O:14])=[C:2]([CH3:1])[CH:7]=1)(=[O:11])=[O:10]. (7) The reactants are Br[C:2]1[CH:3]=[C:4]2[C:9](=[CH:10][CH:11]=1)[N:8]=[C:7]([O:12][CH3:13])[CH:6]=[CH:5]2.[B:14]1([B:14]2[O:18][C:17]([CH3:20])([CH3:19])[C:16]([CH3:22])([CH3:21])[O:15]2)[O:18][C:17]([CH3:20])([CH3:19])[C:16]([CH3:22])([CH3:21])[O:15]1.CC([O-])=O.[Na+]. The catalyst is CN(C=O)C.C1C=CC(P(C2C=CC=CC=2)[C-]2C=CC=C2)=CC=1.C1C=CC(P(C2C=CC=CC=2)[C-]2C=CC=C2)=CC=1.Cl[Pd]Cl.[Fe+2]. The product is [CH3:13][O:12][C:7]1[CH:6]=[CH:5][C:4]2[C:9](=[CH:10][CH:11]=[C:2]([B:14]3[O:18][C:17]([CH3:20])([CH3:19])[C:16]([CH3:22])([CH3:21])[O:15]3)[CH:3]=2)[N:8]=1. The yield is 0.100.